Dataset: NCI-60 drug combinations with 297,098 pairs across 59 cell lines. Task: Regression. Given two drug SMILES strings and cell line genomic features, predict the synergy score measuring deviation from expected non-interaction effect. (1) Drug 1: C1CN1P(=S)(N2CC2)N3CC3. Drug 2: CC1C(C(CC(O1)OC2CC(CC3=C2C(=C4C(=C3O)C(=O)C5=CC=CC=C5C4=O)O)(C(=O)C)O)N)O. Cell line: SF-268. Synergy scores: CSS=38.4, Synergy_ZIP=-4.98, Synergy_Bliss=0.405, Synergy_Loewe=-14.4, Synergy_HSA=2.68. (2) Drug 1: CC1=C2C(C(=O)C3(C(CC4C(C3C(C(C2(C)C)(CC1OC(=O)C(C(C5=CC=CC=C5)NC(=O)OC(C)(C)C)O)O)OC(=O)C6=CC=CC=C6)(CO4)OC(=O)C)OC)C)OC. Drug 2: CCCS(=O)(=O)NC1=C(C(=C(C=C1)F)C(=O)C2=CNC3=C2C=C(C=N3)C4=CC=C(C=C4)Cl)F. Cell line: UACC-257. Synergy scores: CSS=51.8, Synergy_ZIP=-1.82, Synergy_Bliss=-1.95, Synergy_Loewe=2.62, Synergy_HSA=4.14. (3) Drug 1: C1CN1C2=NC(=NC(=N2)N3CC3)N4CC4. Drug 2: CC(C)(C#N)C1=CC(=CC(=C1)CN2C=NC=N2)C(C)(C)C#N. Cell line: MOLT-4. Synergy scores: CSS=62.8, Synergy_ZIP=1.19, Synergy_Bliss=0.892, Synergy_Loewe=-6.44, Synergy_HSA=-1.07. (4) Drug 1: CNC(=O)C1=CC=CC=C1SC2=CC3=C(C=C2)C(=NN3)C=CC4=CC=CC=N4. Drug 2: CC=C1C(=O)NC(C(=O)OC2CC(=O)NC(C(=O)NC(CSSCCC=C2)C(=O)N1)C(C)C)C(C)C. Cell line: CAKI-1. Synergy scores: CSS=10.3, Synergy_ZIP=-6.08, Synergy_Bliss=-10.7, Synergy_Loewe=-39.8, Synergy_HSA=-10.8. (5) Drug 1: CC12CCC3C(C1CCC2O)C(CC4=C3C=CC(=C4)O)CCCCCCCCCS(=O)CCCC(C(F)(F)F)(F)F. Drug 2: CC(C)(C#N)C1=CC(=CC(=C1)CN2C=NC=N2)C(C)(C)C#N. Cell line: HOP-92. Synergy scores: CSS=4.90, Synergy_ZIP=0.0926, Synergy_Bliss=2.27, Synergy_Loewe=0.537, Synergy_HSA=0.579. (6) Drug 1: CC1=CC2C(CCC3(C2CCC3(C(=O)C)OC(=O)C)C)C4(C1=CC(=O)CC4)C. Drug 2: CC12CCC3C(C1CCC2OP(=O)(O)O)CCC4=C3C=CC(=C4)OC(=O)N(CCCl)CCCl.[Na+]. Cell line: OVCAR-8. Synergy scores: CSS=-6.61, Synergy_ZIP=-0.270, Synergy_Bliss=-7.44, Synergy_Loewe=-8.63, Synergy_HSA=-8.61. (7) Drug 1: C1C(C(OC1N2C=C(C(=O)NC2=O)F)CO)O. Drug 2: COC1=NC(=NC2=C1N=CN2C3C(C(C(O3)CO)O)O)N. Cell line: IGROV1. Synergy scores: CSS=2.34, Synergy_ZIP=-0.0765, Synergy_Bliss=1.38, Synergy_Loewe=-7.82, Synergy_HSA=-2.07.